This data is from Forward reaction prediction with 1.9M reactions from USPTO patents (1976-2016). The task is: Predict the product of the given reaction. (1) Given the reactants Cl[C:2]1[CH:7]=[CH:6][N:5]=[C:4]2[O:8][C:9]([C:19]3[CH:24]=[CH:23][CH:22]=[CH:21][CH:20]=3)=[C:10]([C:11]3[CH:16]=[CH:15][C:14]([CH2:17][CH3:18])=[CH:13][CH:12]=3)[C:3]=12.CC(C)([O-])C.[Na+].C1(P(C2C=CC=CC=2)C2C=CC3C(=CC=CC=3)C=2C2C3C(=CC=CC=3)C=CC=2P(C2C=CC=CC=2)C2C=CC=CC=2)C=CC=CC=1.[NH2:77][CH2:78][CH2:79][CH2:80][CH2:81][CH2:82][C:83]([O:85][C:86]([CH3:89])([CH3:88])[CH3:87])=[O:84], predict the reaction product. The product is: [CH2:17]([C:14]1[CH:15]=[CH:16][C:11]([C:10]2[C:3]3[C:4](=[N:5][CH:6]=[CH:7][C:2]=3[NH:77][CH2:78][CH2:79][CH2:80][CH2:81][CH2:82][C:83]([O:85][C:86]([CH3:89])([CH3:88])[CH3:87])=[O:84])[O:8][C:9]=2[C:19]2[CH:24]=[CH:23][CH:22]=[CH:21][CH:20]=2)=[CH:12][CH:13]=1)[CH3:18]. (2) Given the reactants [Cl:1][C:2]1[CH:7]=[CH:6][C:5]([CH:8]([C:20]2[S:21][CH:22]=[CH:23][N:24]=2)[C:9]2[CH:10]=[C:11]3[C:16](=[CH:17][CH:18]=2)[N:15]=[CH:14][N:13]=[C:12]3O)=[CH:4][CH:3]=1.O=P(Cl)(Cl)[Cl:27], predict the reaction product. The product is: [Cl:27][C:12]1[C:11]2[C:16](=[CH:17][CH:18]=[C:9]([CH:8]([C:5]3[CH:6]=[CH:7][C:2]([Cl:1])=[CH:3][CH:4]=3)[C:20]3[S:21][CH:22]=[CH:23][N:24]=3)[CH:10]=2)[N:15]=[CH:14][N:13]=1. (3) Given the reactants [C:1]([O:5][C:6]([N:8]([CH3:26])[C@H:9]([C:23](O)=[O:24])[C:10]([CH3:22])([CH3:21])[C:11]1[CH:16]=[CH:15][C:14]([O:17][CH3:18])=[CH:13][C:12]=1[O:19][CH3:20])=[O:7])([CH3:4])([CH3:3])[CH3:2].F[P-](F)(F)(F)(F)F.N1(O[P+](N2CCCC2)(N2CCCC2)N2CCCC2)C2C=CC=CC=2N=N1.C(N(C(C)C)CC)(C)C.Cl.[CH3:70]/[C:71](=[CH:77]\[C@@H:78]([N:82]([CH3:91])[C:83](=[O:90])[C@H:84]([C:86]([CH3:89])([CH3:88])[CH3:87])[NH2:85])[CH:79]([CH3:81])[CH3:80])/[C:72]([O:74][CH2:75][CH3:76])=[O:73], predict the reaction product. The product is: [C:1]([O:5][C:6]([N:8]([CH3:26])[C@H:9]([C:23]([NH:85][C@H:84]([C:83]([N:82]([C@@H:78]([CH:79]([CH3:80])[CH3:81])/[CH:77]=[C:71](\[CH3:70])/[C:72]([O:74][CH2:75][CH3:76])=[O:73])[CH3:91])=[O:90])[C:86]([CH3:88])([CH3:89])[CH3:87])=[O:24])[C:10]([CH3:21])([CH3:22])[C:11]1[CH:16]=[CH:15][C:14]([O:17][CH3:18])=[CH:13][C:12]=1[O:19][CH3:20])=[O:7])([CH3:4])([CH3:2])[CH3:3]. (4) Given the reactants [S:1]1[CH2:5][CH2:4][NH:3][C:2]1=[O:6].C1(=O)[N:11](NCCCBr)[C:10](=O)[C:9]2=CC=CC=[C:8]12.C(=O)([O-])[O-].[K+].[K+].C1OCCOCCOCCOCCOCCOC1.[BH4-].[Na+], predict the reaction product. The product is: [NH2:11][CH2:10][CH2:9][CH2:8][N:3]1[CH2:4][CH2:5][S:1][C:2]1=[O:6]. (5) Given the reactants [Cl:1][C:2]1[C:11]2[C:6](=[CH:7][CH:8]=[CH:9][CH:10]=2)[CH:5]=[CH:4][N:3]=1.[Cl:12][S:13](O)(=[O:15])=[O:14], predict the reaction product. The product is: [Cl:1][C:2]1[C:11]2[CH:10]=[CH:9][CH:8]=[C:7]([S:13]([Cl:12])(=[O:15])=[O:14])[C:6]=2[CH:5]=[CH:4][N:3]=1.